This data is from NCI-60 drug combinations with 297,098 pairs across 59 cell lines. The task is: Regression. Given two drug SMILES strings and cell line genomic features, predict the synergy score measuring deviation from expected non-interaction effect. (1) Drug 1: CC1=C2C(C(=O)C3(C(CC4C(C3C(C(C2(C)C)(CC1OC(=O)C(C(C5=CC=CC=C5)NC(=O)OC(C)(C)C)O)O)OC(=O)C6=CC=CC=C6)(CO4)OC(=O)C)OC)C)OC. Drug 2: C1=NC(=NC(=O)N1C2C(C(C(O2)CO)O)O)N. Cell line: UACC62. Synergy scores: CSS=49.9, Synergy_ZIP=10.2, Synergy_Bliss=10.1, Synergy_Loewe=11.5, Synergy_HSA=12.8. (2) Drug 2: C1CNP(=O)(OC1)N(CCCl)CCCl. Drug 1: CNC(=O)C1=CC=CC=C1SC2=CC3=C(C=C2)C(=NN3)C=CC4=CC=CC=N4. Cell line: SNB-75. Synergy scores: CSS=5.34, Synergy_ZIP=-1.72, Synergy_Bliss=1.77, Synergy_Loewe=2.65, Synergy_HSA=3.02. (3) Drug 1: CN1CCC(CC1)COC2=C(C=C3C(=C2)N=CN=C3NC4=C(C=C(C=C4)Br)F)OC. Drug 2: CC1=C(C=C(C=C1)NC(=O)C2=CC=C(C=C2)CN3CCN(CC3)C)NC4=NC=CC(=N4)C5=CN=CC=C5. Cell line: MCF7. Synergy scores: CSS=1.45, Synergy_ZIP=-0.875, Synergy_Bliss=2.00, Synergy_Loewe=-6.73, Synergy_HSA=-1.30.